Dataset: Catalyst prediction with 721,799 reactions and 888 catalyst types from USPTO. Task: Predict which catalyst facilitates the given reaction. (1) Reactant: [Cl:1][C:2]1[CH:3]=[C:4]([CH:8]=[C:9]([Cl:11])[CH:10]=1)[C:5]([OH:7])=O.Cl.Cl.[CH2:14]([N:21]1[CH2:26][CH2:25][NH:24][C@H:23]([CH2:27][C:28]2[CH:33]=[CH:32][C:31]([CH3:34])=[C:30]([CH3:35])[CH:29]=2)[CH2:22]1)[C:15]1[CH:20]=[CH:19][CH:18]=[CH:17][CH:16]=1.C(N(CC)CC)C.[I-].ClC1C=CC=C[N+]=1C. Product: [CH2:14]([N:21]1[CH2:26][CH2:25][N:24]([C:5](=[O:7])[C:4]2[CH:8]=[C:9]([Cl:11])[CH:10]=[C:2]([Cl:1])[CH:3]=2)[C@H:23]([CH2:27][C:28]2[CH:33]=[CH:32][C:31]([CH3:34])=[C:30]([CH3:35])[CH:29]=2)[CH2:22]1)[C:15]1[CH:16]=[CH:17][CH:18]=[CH:19][CH:20]=1. The catalyst class is: 4. (2) Reactant: [OH:1][CH2:2][CH:3]1[NH:8][CH2:7][CH2:6][N:5]([C:9]([O:11][C:12]([CH3:15])([CH3:14])[CH3:13])=[O:10])[CH2:4]1.[F:16][C:17]([F:28])([F:27])[C:18]1[CH:19]=[C:20]([N:24]=[C:25]=[O:26])[CH:21]=[CH:22][CH:23]=1. Product: [OH:1][CH2:2][CH:3]1[N:8]([C:25](=[O:26])[NH:24][C:20]2[CH:21]=[CH:22][CH:23]=[C:18]([C:17]([F:16])([F:28])[F:27])[CH:19]=2)[CH2:7][CH2:6][N:5]([C:9]([O:11][C:12]([CH3:15])([CH3:14])[CH3:13])=[O:10])[CH2:4]1. The catalyst class is: 7. (3) The catalyst class is: 2. Reactant: [F:1][C:2]1[CH:3]=[C:4]([CH:17]=[C:18]([F:20])[CH:19]=1)[C:5]([O:7][C:8]12[CH2:14][C:11]([CH2:15][OH:16])([CH2:12][CH2:13]1)[CH2:10][CH2:9]2)=[O:6].CC(OI1(OC(C)=O)(OC(C)=O)OC(=O)C2C=CC=CC1=2)=O. Product: [F:1][C:2]1[CH:3]=[C:4]([CH:17]=[C:18]([F:20])[CH:19]=1)[C:5]([O:7][C:8]12[CH2:14][C:11]([CH:15]=[O:16])([CH2:10][CH2:9]1)[CH2:12][CH2:13]2)=[O:6]. (4) Reactant: [C:1]([C:5]1[CH:10]=[CH:9][C:8]([S:11]([NH:14][C:15]2[C:16]3[CH:27]=[CH:26][CH:25]=[CH:24][C:17]=3[S:18][C:19]=2[C:20]([O:22]C)=[O:21])(=[O:13])=[O:12])=[CH:7][CH:6]=1)([CH3:4])([CH3:3])[CH3:2].[OH-].[Na+].C(#N)C.Cl. Product: [C:1]([C:5]1[CH:10]=[CH:9][C:8]([S:11]([NH:14][C:15]2[C:16]3[CH:27]=[CH:26][CH:25]=[CH:24][C:17]=3[S:18][C:19]=2[C:20]([OH:22])=[O:21])(=[O:13])=[O:12])=[CH:7][CH:6]=1)([CH3:4])([CH3:2])[CH3:3]. The catalyst class is: 5. (5) Reactant: [CH:1]1([C:7]([CH2:24][O:25][CH3:26])([CH2:10][O:11][CH:12]2[CH2:23][CH2:22][CH2:21][CH2:20][CH2:19][CH2:18][CH2:17][CH2:16][CH2:15][CH2:14][CH2:13]2)[CH2:8][OH:9])[CH2:6][CH2:5][CH2:4][CH2:3][CH2:2]1.[H-].[Na+].CI.[CH3:31]CCCCC.C(OCC)(=O)C. Product: [CH:1]1([C:7]([CH2:10][O:11][CH:12]2[CH2:13][CH2:14][CH2:15][CH2:16][CH2:17][CH2:18][CH2:19][CH2:20][CH2:21][CH2:22][CH2:23]2)([CH2:8][O:9][CH3:31])[CH2:24][O:25][CH3:26])[CH2:2][CH2:3][CH2:4][CH2:5][CH2:6]1. The catalyst class is: 1. (6) Reactant: [CH3:1][C:2]([O:5][C@H:6]([CH3:44])[C@@H:7]([C:40]([O:42][CH3:43])=[O:41])[NH:8][C:9]([C:11]1[CH:16]=[CH:15][C:14]([C:17]2[CH:22]=[CH:21][C:20]([F:23])=[C:19]([F:24])[CH:18]=2)=[CH:13][C:12]=1[NH:25][C:26]([NH:28][C:29]1[C:34]([CH3:35])=[CH:33][C:32]([CH2:36][CH:37]=[CH2:38])=[CH:31][C:30]=1[CH3:39])=[O:27])=[O:10])([CH3:4])[CH3:3].[H][H]. Product: [CH3:1][C:2]([O:5][C@H:6]([CH3:44])[C@@H:7]([C:40]([O:42][CH3:43])=[O:41])[NH:8][C:9]([C:11]1[CH:16]=[CH:15][C:14]([C:17]2[CH:22]=[CH:21][C:20]([F:23])=[C:19]([F:24])[CH:18]=2)=[CH:13][C:12]=1[NH:25][C:26]([NH:28][C:29]1[C:34]([CH3:35])=[CH:33][C:32]([CH2:36][CH2:37][CH3:38])=[CH:31][C:30]=1[CH3:39])=[O:27])=[O:10])([CH3:3])[CH3:4]. The catalyst class is: 78. (7) Reactant: Cl[C:2]1[CH:7]=[N:6][CH:5]=[C:4]([N:8]2[CH:12]=[C:11]([C:13]#[C:14][C:15]3[CH:20]=[CH:19][N:18]=[C:17]([CH3:21])[CH:16]=3)[N:10]=[C:9]2[CH3:22])[N:3]=1.[CH3:23][Zn]C.C(=O)(O)[O-].[Na+]. Product: [CH3:23][C:2]1[CH:7]=[N:6][CH:5]=[C:4]([N:8]2[CH:12]=[C:11]([C:13]#[C:14][C:15]3[CH:20]=[CH:19][N:18]=[C:17]([CH3:21])[CH:16]=3)[N:10]=[C:9]2[CH3:22])[N:3]=1. The catalyst class is: 7. (8) Reactant: [O:1]1[CH2:5][CH2:4][CH2:3][CH2:2]1.[CH:6]([C:9]1[CH:15]=[CH:14][C:12]([OH:13])=[CH:11][C:10]=1[OH:16])([CH3:8])[CH3:7].[H-].[Na+].[P:19](Cl)([O:29][CH2:30][C:31]1[CH:36]=[CH:35][CH:34]=[CH:33][CH:32]=1)([O:21][CH2:22][C:23]1[CH:28]=[CH:27][CH:26]=[CH:25][CH:24]=1)=[O:20]. Product: [CH2:5]([O:1][P:19]([O:13][C:12]1[CH:14]=[CH:15][C:9]([CH:6]([CH3:8])[CH3:7])=[C:10]([O:16][P:19]([O:29][CH2:30][C:31]2[CH:36]=[CH:35][CH:34]=[CH:33][CH:32]=2)([O:21][CH2:22][C:23]2[CH:28]=[CH:27][CH:26]=[CH:25][CH:24]=2)=[O:20])[CH:11]=1)([O:21][CH2:22][C:23]1[CH:28]=[CH:27][CH:26]=[CH:25][CH:24]=1)=[O:20])[C:4]1[CH:30]=[CH:31][CH:32]=[CH:2][CH:3]=1. The catalyst class is: 6.